Dataset: Forward reaction prediction with 1.9M reactions from USPTO patents (1976-2016). Task: Predict the product of the given reaction. Given the reactants C(=O)([O-])[O-].[K+].[K+].Cl[C:8]1[N:13]=[CH:12][C:11]([C:14]#[N:15])=[CH:10][CH:9]=1.[NH:16]1[CH:20]=[CH:19][N:18]=[CH:17]1, predict the reaction product. The product is: [N:16]1([C:8]2[N:13]=[CH:12][C:11]([C:14]#[N:15])=[CH:10][CH:9]=2)[CH:20]=[CH:19][N:18]=[CH:17]1.